Task: Predict the reaction yield, written as a fraction of the theoretical maximum amount of product (1.0 means a 100% yield; for example, 0.34 means a 34% yield).. Dataset: Reaction yield outcomes from USPTO patents with 853,638 reactions (1) The reactants are C([Si](C)(C)[O:6][CH2:7][CH2:8][N:9]1[CH:13]=[CH:12][C:11]([NH:14][C:15](=[O:33])[C@@H:16]([C:23]2[CH:28]=[CH:27][CH:26]=[C:25]([C:29]([F:32])([F:31])[F:30])[CH:24]=2)[CH2:17][CH:18]2[CH2:22][CH2:21][CH2:20][CH2:19]2)=[N:10]1)(C)(C)C.C(O)C. The catalyst is Cl.C(OCC)(=O)C. The product is [CH:18]1([CH2:17][C@H:16]([C:23]2[CH:28]=[CH:27][CH:26]=[C:25]([C:29]([F:31])([F:32])[F:30])[CH:24]=2)[C:15]([NH:14][C:11]2[CH:12]=[CH:13][N:9]([CH2:8][CH2:7][OH:6])[N:10]=2)=[O:33])[CH2:22][CH2:21][CH2:20][CH2:19]1. The yield is 0.510. (2) The reactants are [NH2:1][C:2]1[C:6]([C:7]([NH:9][C:10]2[CH:11]=[N:12][CH:13]=[CH:14][C:15]=2[O:16][CH3:17])=[O:8])=[C:5]([NH2:18])[NH:4][N:3]=1.C([O-])([O-])=O.[Cs+].[Cs+].[C:25](OC)(=[O:28])[C:26]#[CH:27]. The catalyst is CCO. The product is [NH2:18][C:5]1[C:6]([C:7]([NH:9][C:10]2[CH:11]=[N:12][CH:13]=[CH:14][C:15]=2[O:16][CH3:17])=[O:8])=[C:2]2[NH:1][C:25](=[O:28])[CH:26]=[CH:27][N:3]2[N:4]=1. The yield is 0.270. (3) The reactants are [N:1]1([C:9]2[CH:10]=[N:11][CH:12]=[C:13]([CH:16]=2)[C:14]#[N:15])[CH2:5][CH2:4][C@H:3]2[CH2:6][NH:7][CH2:8][C@@H:2]12.[C:17]([OH:24])(=[O:23])/[CH:18]=[CH:19]/[C:20]([OH:22])=[O:21]. No catalyst specified. The product is [C:17]([OH:24])(=[O:23])/[CH:18]=[CH:19]/[C:20]([OH:22])=[O:21].[N:1]1([C:9]2[CH:10]=[N:11][CH:12]=[C:13]([CH:16]=2)[C:14]#[N:15])[CH2:5][CH2:4][C@H:3]2[CH2:6][NH:7][CH2:8][C@@H:2]12. The yield is 0.360. (4) The reactants are CC(OC(N[C@@H:9](CC1C=CC(C2N=C(C(N(C)OC)=O)N(C)C=2)=CC=1)[CH2:10][CH2:11][C:12]([O:14][C:15](C)(C)C)=[O:13])=O)(C)C.[I:38][CH:39]([CH3:41])[CH3:40].CCN(C(C)C)C(C)C.CN(C=[O:55])C. No catalyst specified. The product is [OH:55][C:40]1[CH:9]=[CH:10][C:11]([C:12]([O:14][CH3:15])=[O:13])=[CH:41][C:39]=1[I:38]. The yield is 0.200. (5) The reactants are [CH3:1][N:2]1[CH2:6][CH2:5][CH2:4][CH:3]1[C:7]1[CH:8]=[CH:9][C:10]([NH2:13])=[N:11][CH:12]=1.Br[C:15]1[C:16](=[O:23])[N:17]([CH3:22])[CH:18]=[C:19]([Br:21])[CH:20]=1.C(=O)([O-])[O-].[Cs+].[Cs+].CC1(C)C2C(=C(P(C3C=CC=CC=3)C3C=CC=CC=3)C=CC=2)OC2C(P(C3C=CC=CC=3)C3C=CC=CC=3)=CC=CC1=2. The catalyst is C1C=CC(/C=C/C(/C=C/C2C=CC=CC=2)=O)=CC=1.C1C=CC(/C=C/C(/C=C/C2C=CC=CC=2)=O)=CC=1.C1C=CC(/C=C/C(/C=C/C2C=CC=CC=2)=O)=CC=1.[Pd].[Pd].C(Cl)Cl.CO.O1CCOCC1. The product is [Br:21][C:19]1[CH:20]=[C:15]([NH:13][C:10]2[CH:9]=[CH:8][C:7]([CH:3]3[CH2:4][CH2:5][CH2:6][N:2]3[CH3:1])=[CH:12][N:11]=2)[C:16](=[O:23])[N:17]([CH3:22])[CH:18]=1. The yield is 0.820. (6) The reactants are [F:1][C:2]([F:30])([F:29])[C:3]([CH:18]=[N:19][C:20]1[CH:28]=[CH:27][CH:26]=[C:25]2[C:21]=1[CH:22]=[N:23][NH:24]2)([OH:17])[CH2:4][C:5]([C:8]1[CH:13]=[CH:12][CH:11]=[C:10]([F:14])[C:9]=1[O:15][CH3:16])([CH3:7])[CH3:6].C(=O)(O)[O-].[Na+].C(OCC)(=O)C. The catalyst is ClCCl.Cl[Ti](Cl)(Cl)Cl. The product is [F:14][C:10]1[C:9]([O:15][CH3:16])=[C:8]2[C:13](=[CH:12][CH:11]=1)[CH:18]([NH:19][C:20]1[CH:28]=[CH:27][CH:26]=[C:25]3[C:21]=1[CH:22]=[N:23][NH:24]3)[C:3]([C:2]([F:29])([F:1])[F:30])([OH:17])[CH2:4][C:5]2([CH3:7])[CH3:6]. The yield is 0.811. (7) The reactants are [CH2:1]([C:3]1[C:4](=[O:26])[N:5]=[C:6]([CH2:17][CH2:18][C:19]2[CH:24]=[CH:23][C:22]([F:25])=[CH:21][CH:20]=2)[N:7]([CH2:9][C:10]([O:12]C(C)(C)C)=[O:11])[CH:8]=1)[CH3:2]. The catalyst is FC(F)(F)C(O)=O. The product is [CH2:1]([C:3]1[C:4](=[O:26])[N:5]=[C:6]([CH2:17][CH2:18][C:19]2[CH:24]=[CH:23][C:22]([F:25])=[CH:21][CH:20]=2)[N:7]([CH2:9][C:10]([OH:12])=[O:11])[CH:8]=1)[CH3:2]. The yield is 0.930.